Dataset: Full USPTO retrosynthesis dataset with 1.9M reactions from patents (1976-2016). Task: Predict the reactants needed to synthesize the given product. (1) Given the product [N+:15]([C:12]1[CH:13]=[CH:14][C:9]([N:1]2[CH2:7][CH2:6][CH2:5][NH:4][CH2:3][CH2:2]2)=[CH:10][CH:11]=1)([O-:17])=[O:16], predict the reactants needed to synthesize it. The reactants are: [NH:1]1[CH2:7][CH2:6][CH2:5][NH:4][CH2:3][CH2:2]1.Cl[C:9]1[CH:14]=[CH:13][C:12]([N+:15]([O-:17])=[O:16])=[CH:11][CH:10]=1. (2) Given the product [Cl:2][C:3]1[CH:4]=[C:5]2[C:9](=[CH:10][CH:11]=1)[NH:8][CH:7]=[C:6]2[CH2:12][CH2:13][NH:14][C:27]([C:17]1[N:18]=[C:19]([C:21]2[CH:26]=[CH:25][CH:24]=[CH:23][CH:22]=2)[O:20][C:16]=1[CH3:15])=[O:28], predict the reactants needed to synthesize it. The reactants are: Cl.[Cl:2][C:3]1[CH:4]=[C:5]2[C:9](=[CH:10][CH:11]=1)[NH:8][CH:7]=[C:6]2[CH2:12][CH2:13][NH2:14].[CH3:15][C:16]1[O:20][C:19]([C:21]2[CH:26]=[CH:25][CH:24]=[CH:23][CH:22]=2)=[N:18][C:17]=1[C:27](Cl)=[O:28].C(N(CC)CC)C.C(OCC)(=O)C. (3) Given the product [Br:12][C:9]1[C:4]([C:5]([O:7][CH3:8])=[O:6])=[CH:3][C:2]([NH:1][C:17]([NH:16][CH2:13][CH2:14][CH3:15])=[O:18])=[N:11][CH:10]=1, predict the reactants needed to synthesize it. The reactants are: [NH2:1][C:2]1[CH:3]=[C:4]([C:9]([Br:12])=[CH:10][N:11]=1)[C:5]([O:7][CH3:8])=[O:6].[CH2:13]([N:16]=[C:17]=[O:18])[CH2:14][CH3:15]. (4) Given the product [Br:1][C:2]1[CH:10]=[CH:9][C:5]([C:6]([NH:15][C:11]([CH3:14])([CH3:13])[CH3:12])=[O:7])=[CH:4][N:3]=1, predict the reactants needed to synthesize it. The reactants are: [Br:1][C:2]1[CH:10]=[CH:9][C:5]([C:6](Cl)=[O:7])=[CH:4][N:3]=1.[C:11]([NH2:15])([CH3:14])([CH3:13])[CH3:12]. (5) Given the product [OH:32][C@@:25]1([C:23]#[C:24][C:2]2[CH:3]=[C:4]([N:8]3[C:16]4[C:11](=[CH:12][C:13]([O:17][CH3:18])=[CH:14][CH:15]=4)[C:10]([C:19]([O:21][CH3:22])=[O:20])=[N:9]3)[CH:5]=[CH:6][CH:7]=2)[CH2:29][CH2:28][N:27]([CH3:30])[C:26]1=[O:31], predict the reactants needed to synthesize it. The reactants are: Br[C:2]1[CH:3]=[C:4]([N:8]2[C:16]3[C:11](=[CH:12][C:13]([O:17][CH3:18])=[CH:14][CH:15]=3)[C:10]([C:19]([O:21][CH3:22])=[O:20])=[N:9]2)[CH:5]=[CH:6][CH:7]=1.[C:23]([C@:25]1([OH:32])[CH2:29][CH2:28][N:27]([CH3:30])[C:26]1=[O:31])#[CH:24].